Dataset: NCI-60 drug combinations with 297,098 pairs across 59 cell lines. Task: Regression. Given two drug SMILES strings and cell line genomic features, predict the synergy score measuring deviation from expected non-interaction effect. (1) Drug 1: CS(=O)(=O)C1=CC(=C(C=C1)C(=O)NC2=CC(=C(C=C2)Cl)C3=CC=CC=N3)Cl. Drug 2: C1=NC2=C(N=C(N=C2N1C3C(C(C(O3)CO)O)O)F)N. Cell line: PC-3. Synergy scores: CSS=11.1, Synergy_ZIP=-0.535, Synergy_Bliss=3.72, Synergy_Loewe=1.10, Synergy_HSA=2.79. (2) Drug 1: C1=C(C(=O)NC(=O)N1)F. Drug 2: CN(CCCl)CCCl.Cl. Cell line: HCC-2998. Synergy scores: CSS=36.7, Synergy_ZIP=-11.4, Synergy_Bliss=-14.1, Synergy_Loewe=-10.9, Synergy_HSA=-10.7. (3) Drug 1: C1CNP(=O)(OC1)N(CCCl)CCCl. Drug 2: C(CN)CNCCSP(=O)(O)O. Cell line: NCI-H460. Synergy scores: CSS=6.31, Synergy_ZIP=-1.61, Synergy_Bliss=1.11, Synergy_Loewe=3.29, Synergy_HSA=2.66. (4) Drug 1: CC=C1C(=O)NC(C(=O)OC2CC(=O)NC(C(=O)NC(CSSCCC=C2)C(=O)N1)C(C)C)C(C)C. Drug 2: CN1C2=C(C=C(C=C2)N(CCCl)CCCl)N=C1CCCC(=O)O.Cl. Cell line: ACHN. Synergy scores: CSS=26.5, Synergy_ZIP=-1.89, Synergy_Bliss=4.59, Synergy_Loewe=-28.6, Synergy_HSA=0.768. (5) Drug 1: C1CN1P(=S)(N2CC2)N3CC3. Drug 2: CC1=C2C(C(=O)C3(C(CC4C(C3C(C(C2(C)C)(CC1OC(=O)C(C(C5=CC=CC=C5)NC(=O)OC(C)(C)C)O)O)OC(=O)C6=CC=CC=C6)(CO4)OC(=O)C)O)C)O. Cell line: BT-549. Synergy scores: CSS=15.7, Synergy_ZIP=-5.39, Synergy_Bliss=-2.21, Synergy_Loewe=-0.188, Synergy_HSA=-0.179.